From a dataset of Reaction yield outcomes from USPTO patents with 853,638 reactions. Predict the reaction yield, written as a fraction of the theoretical maximum amount of product (1.0 means a 100% yield; for example, 0.34 means a 34% yield). The yield is 0.920. The reactants are F[C:2]1[N:7]=[C:6]([C:8]([CH3:12])([CH3:11])[C:9]#[N:10])[CH:5]=[CH:4][CH:3]=1.C[O-].[Na+].[C:16](OCC)(=[O:18])C. The product is [CH3:16][O:18][C:2]1[N:7]=[C:6]([C:8]([CH3:12])([CH3:11])[C:9]#[N:10])[CH:5]=[CH:4][CH:3]=1. The catalyst is CO.